The task is: Predict the product of the given reaction.. This data is from Forward reaction prediction with 1.9M reactions from USPTO patents (1976-2016). (1) Given the reactants [CH2:1]1[CH:9]2[N:4]([CH2:5][CH:6]=[C:7]([C:10]3[C:18]4[C:13](=[CH:14][CH:15]=[N:16][CH:17]=4)[NH:12][CH:11]=3)[CH2:8]2)[CH2:3][CH2:2]1.CO, predict the reaction product. The product is: [CH2:1]1[CH:9]2[N:4]([CH2:5][CH2:6][CH:7]([C:10]3[C:18]4[C:13](=[CH:14][CH:15]=[N:16][CH:17]=4)[NH:12][CH:11]=3)[CH2:8]2)[CH2:3][CH2:2]1. (2) The product is: [CH2:17]([O:16][C:14](=[O:15])[CH:9]([NH:8][C:6]([O:5][C:1]([CH3:4])([CH3:3])[CH3:2])=[O:7])[CH2:10][CH2:11][C:12]([C:29]1[CH:28]=[CH:27][C:26]([O:25][CH3:24])=[C:31]([O:32][CH3:33])[CH:30]=1)=[O:13])[C:18]1[CH:23]=[CH:22][CH:21]=[CH:20][CH:19]=1. Given the reactants [C:1]([O:5][C:6]([N:8]1[C:12](=[O:13])[CH2:11][CH2:10][C@H:9]1[C:14]([O:16][CH2:17][C:18]1[CH:23]=[CH:22][CH:21]=[CH:20][CH:19]=1)=[O:15])=[O:7])([CH3:4])([CH3:3])[CH3:2].[CH3:24][O:25][C:26]1[CH:27]=[C:28]([Mg]Br)[CH:29]=[CH:30][C:31]=1[O:32][CH3:33], predict the reaction product. (3) Given the reactants [CH3:1][O:2][C:3]([C:5]1[CH:10]=[CH:9][C:8]([C:11]([OH:13])=O)=[CH:7][N:6]=1)=[O:4].C1(P(N=[N+]=[N-])(C2C=CC=CC=2)=O)C=CC=CC=1.C(N(CC)CC)C.[Cl:38][C:39]1[CH:47]=[C:46]2[C:42]([C:43]([CH2:55][C:56]3[CH:61]=[CH:60][CH:59]=[C:58]([Cl:62])[CH:57]=3)([CH:49]3[CH2:54][CH2:53][CH2:52][NH:51][CH2:50]3)[C:44](=[O:48])[NH:45]2)=[CH:41][CH:40]=1, predict the reaction product. The product is: [CH3:1][O:2][C:3]([C:5]1[CH:10]=[CH:9][C:8]([C:11]([N:51]2[CH2:52][CH2:53][CH2:54][CH:49]([C:43]3([CH2:55][C:56]4[CH:61]=[CH:60][CH:59]=[C:58]([Cl:62])[CH:57]=4)[C:42]4[C:46](=[CH:47][C:39]([Cl:38])=[CH:40][CH:41]=4)[NH:45][C:44]3=[O:48])[CH2:50]2)=[O:13])=[CH:7][N:6]=1)=[O:4].